From a dataset of Forward reaction prediction with 1.9M reactions from USPTO patents (1976-2016). Predict the product of the given reaction. (1) Given the reactants [CH2:1]([S:9][CH2:10][C:11]([O:13]C)=[O:12])[CH2:2][S:3][CH2:4][C:5]([O:7]C)=[O:6], predict the reaction product. The product is: [CH2:2]([S:3][CH2:4][C:5]([OH:7])=[O:6])[CH2:1][S:9][CH2:10][C:11]([OH:13])=[O:12]. (2) Given the reactants [N:1]([CH2:4][C:5]1[CH:6]=[C:7]([CH:39]=[CH:40][CH:41]=1)[C:8]([NH:10][C:11]1[CH:16]=[CH:15][C:14]([N:17]2[CH2:22][CH2:21][CH2:20][CH2:19][CH2:18]2)=[CH:13][C:12]=1[C:23]([NH:25]/[N:26]=[CH:27]/[C:28]1[CH:33]=[CH:32][C:31]([Cl:34])=[C:30]([C:35]([F:38])([F:37])[F:36])[CH:29]=1)=[O:24])=[O:9])=[N+:2]=[N-:3].[CH2:42]([OH:47])[CH2:43][CH2:44][C:45]#[CH:46], predict the reaction product. The product is: [Cl:34][C:31]1[CH:32]=[CH:33][C:28](/[CH:27]=[N:26]/[NH:25][C:23]([C:12]2[CH:13]=[C:14]([N:17]3[CH2:18][CH2:19][CH2:20][CH2:21][CH2:22]3)[CH:15]=[CH:16][C:11]=2[NH:10][C:8](=[O:9])[C:7]2[CH:39]=[CH:40][CH:41]=[C:5]([CH2:4][N:1]3[CH:46]=[C:45]([CH2:44][CH2:43][CH2:42][OH:47])[N:3]=[N:2]3)[CH:6]=2)=[O:24])=[CH:29][C:30]=1[C:35]([F:38])([F:36])[F:37]. (3) Given the reactants O.[NH2:2][C:3]1[N:8]=[C:7](Cl)[CH:6]=[C:5]([OH:10])[N:4]=1.[CH3:11][NH:12][CH3:13], predict the reaction product. The product is: [NH2:2][C:3]1[N:8]=[C:7]([N:12]([CH3:13])[CH3:11])[CH:6]=[C:5]([OH:10])[N:4]=1. (4) Given the reactants [F:1][C:2]([F:51])([F:50])[C:3]1[CH:4]=[C:5]([CH:43]=[C:44]([C:46]([F:49])([F:48])[F:47])[CH:45]=1)[CH2:6][N:7]([CH2:21][C:22]1[CH:27]=[C:26]([C:28]([F:31])([F:30])[F:29])[CH:25]=[CH:24][C:23]=1[C:32]1[CH:37]=[C:36]([CH:38]([CH3:40])[CH3:39])[CH:35]=[CH:34][C:33]=1[O:41][CH3:42])[C:8]1[N:9]=[N:10][N:11]([CH2:13][CH2:14][CH2:15][C:16]([O:18]CC)=[O:17])[N:12]=1.[OH-].[Na+].Cl, predict the reaction product. The product is: [F:49][C:46]([F:47])([F:48])[C:44]1[CH:43]=[C:5]([CH:4]=[C:3]([C:2]([F:1])([F:50])[F:51])[CH:45]=1)[CH2:6][N:7]([CH2:21][C:22]1[CH:27]=[C:26]([C:28]([F:31])([F:30])[F:29])[CH:25]=[CH:24][C:23]=1[C:32]1[CH:37]=[C:36]([CH:38]([CH3:39])[CH3:40])[CH:35]=[CH:34][C:33]=1[O:41][CH3:42])[C:8]1[N:9]=[N:10][N:11]([CH2:13][CH2:14][CH2:15][C:16]([OH:18])=[O:17])[N:12]=1. (5) Given the reactants Br[C:2]1[CH:7]=[CH:6][N:5]=[CH:4][C:3]=1[N:8]([CH3:25])[C:9](=[O:24])[C:10]1[CH:15]=[C:14]([C:16]([F:19])([F:18])[F:17])[CH:13]=[C:12]([C:20]([F:23])([F:22])[F:21])[CH:11]=1.[F:26][C:27]([F:38])([F:37])[C:28]1[CH:33]=[CH:32][CH:31]=[CH:30][C:29]=1B(O)O, predict the reaction product. The product is: [CH3:25][N:8]([C:3]1[CH:4]=[N:5][CH:6]=[CH:7][C:2]=1[C:29]1[CH:30]=[CH:31][CH:32]=[CH:33][C:28]=1[C:27]([F:38])([F:37])[F:26])[C:9](=[O:24])[C:10]1[CH:15]=[C:14]([C:16]([F:19])([F:18])[F:17])[CH:13]=[C:12]([C:20]([F:23])([F:22])[F:21])[CH:11]=1. (6) Given the reactants [F:1][C:2]1[CH:3]=[C:4]([NH2:10])[C:5]([NH2:9])=[CH:6][C:7]=1[F:8].[CH3:11][O:12][C:13]1[CH:21]=[CH:20][CH:19]=[CH:18][C:14]=1[C:15](O)=O, predict the reaction product. The product is: [F:1][C:2]1[C:7]([F:8])=[CH:6][C:5]2[NH:9][C:15]([C:14]3[CH:18]=[CH:19][CH:20]=[CH:21][C:13]=3[O:12][CH3:11])=[N:10][C:4]=2[CH:3]=1. (7) Given the reactants [CH2:1]([O:3][C:4](=[O:43])[CH2:5][CH2:6][CH2:7][O:8][C:9]1[CH:14]=[CH:13][CH:12]=[C:11]([CH2:15][CH2:16][CH2:17][CH2:18][CH2:19][CH2:20][O:21][C:22]2[CH:27]=[C:26]([O:28][CH2:29][CH:30]3[CH2:34][CH2:33][CH2:32][CH2:31]3)[CH:25]=[C:24](Br)[CH:23]=2)[C:10]=1[CH2:36][CH2:37][C:38]([O:40][CH2:41][CH3:42])=[O:39])[CH3:2].[F:44][C:45]1[CH:46]=[C:47](B(O)O)[CH:48]=[CH:49][CH:50]=1.C(=O)([O-])[O-].[Cs+].[Cs+], predict the reaction product. The product is: [CH2:1]([O:3][C:4](=[O:43])[CH2:5][CH2:6][CH2:7][O:8][C:9]1[CH:14]=[CH:13][CH:12]=[C:11]([CH2:15][CH2:16][CH2:17][CH2:18][CH2:19][CH2:20][O:21][C:22]2[CH:23]=[C:24]([C:49]3[CH:48]=[CH:47][CH:46]=[C:45]([F:44])[CH:50]=3)[CH:25]=[C:26]([O:28][CH2:29][CH:30]3[CH2:34][CH2:33][CH2:32][CH2:31]3)[CH:27]=2)[C:10]=1[CH2:36][CH2:37][C:38]([O:40][CH2:41][CH3:42])=[O:39])[CH3:2].